Task: Regression. Given two drug SMILES strings and cell line genomic features, predict the synergy score measuring deviation from expected non-interaction effect.. Dataset: NCI-60 drug combinations with 297,098 pairs across 59 cell lines (1) Drug 1: C1=NC2=C(N=C(N=C2N1C3C(C(C(O3)CO)O)O)F)N. Drug 2: C1CN(P(=O)(OC1)NCCCl)CCCl. Cell line: HOP-92. Synergy scores: CSS=-3.56, Synergy_ZIP=2.23, Synergy_Bliss=7.67, Synergy_Loewe=-7.03, Synergy_HSA=-2.71. (2) Drug 1: CC1=C(C(CCC1)(C)C)C=CC(=CC=CC(=CC(=O)O)C)C. Drug 2: CCC1(CC2CC(C3=C(CCN(C2)C1)C4=CC=CC=C4N3)(C5=C(C=C6C(=C5)C78CCN9C7C(C=CC9)(C(C(C8N6C)(C(=O)OC)O)OC(=O)C)CC)OC)C(=O)OC)O.OS(=O)(=O)O. Cell line: A549. Synergy scores: CSS=13.5, Synergy_ZIP=-6.17, Synergy_Bliss=1.17, Synergy_Loewe=-26.5, Synergy_HSA=0.606. (3) Drug 1: CC1=CC2C(CCC3(C2CCC3(C(=O)C)OC(=O)C)C)C4(C1=CC(=O)CC4)C. Synergy scores: CSS=46.9, Synergy_ZIP=10.1, Synergy_Bliss=8.18, Synergy_Loewe=-23.0, Synergy_HSA=6.09. Cell line: SW-620. Drug 2: CC1=C(C(=O)C2=C(C1=O)N3CC4C(C3(C2COC(=O)N)OC)N4)N.